This data is from Reaction yield outcomes from USPTO patents with 853,638 reactions. The task is: Predict the reaction yield, written as a fraction of the theoretical maximum amount of product (1.0 means a 100% yield; for example, 0.34 means a 34% yield). The reactants are [CH3:1][Si:2]([CH3:30])([CH3:29])[CH2:3][CH2:4][O:5][CH2:6][N:7]1[CH:11]=[CH:10][N:9]=[C:8]1[C:12]1[S:16][C:15]([C:17]2[CH:22]=[CH:21][N:20]=[C:19]([NH:23][C:24](=[O:26])[CH3:25])[CH:18]=2)=[N:14][C:13]=1[CH:27]=C.O.I([O-])(=O)(=O)=[O:33].[Na+]. The catalyst is O1CCCC1.[Os](=O)(=O)(=O)=O.O. The product is [CH:27]([C:13]1[N:14]=[C:15]([C:17]2[CH:22]=[CH:21][N:20]=[C:19]([NH:23][C:24](=[O:26])[CH3:25])[CH:18]=2)[S:16][C:12]=1[C:8]1[N:7]([CH2:6][O:5][CH2:4][CH2:3][Si:2]([CH3:1])([CH3:29])[CH3:30])[CH:11]=[CH:10][N:9]=1)=[O:33]. The yield is 0.380.